Regression. Given a peptide amino acid sequence and an MHC pseudo amino acid sequence, predict their binding affinity value. This is MHC class II binding data. From a dataset of Peptide-MHC class II binding affinity with 134,281 pairs from IEDB. (1) The peptide sequence is AFILDGDNLMPKV. The MHC is DRB1_0401 with pseudo-sequence DRB1_0401. The binding affinity (normalized) is 0.812. (2) The peptide sequence is SPLLTEGFKLLSSLV. The MHC is DRB1_0301 with pseudo-sequence DRB1_0301. The binding affinity (normalized) is 0.688. (3) The peptide sequence is YVENGLISRVLDGLV. The MHC is HLA-DPA10103-DPB10401 with pseudo-sequence HLA-DPA10103-DPB10401. The binding affinity (normalized) is 0.212. (4) The peptide sequence is EDVGYPIIIDQKYCP. The binding affinity (normalized) is 0.377. The MHC is HLA-DQA10501-DQB10201 with pseudo-sequence HLA-DQA10501-DQB10201. (5) The peptide sequence is LPRPPATPPPPPPPQ. The MHC is HLA-DPA10103-DPB10301 with pseudo-sequence HLA-DPA10103-DPB10301. The binding affinity (normalized) is 0.0585. (6) The MHC is HLA-DPA10201-DPB11401 with pseudo-sequence HLA-DPA10201-DPB11401. The binding affinity (normalized) is 0.323. The peptide sequence is PAADKFKTFEAAFTS.